Dataset: Forward reaction prediction with 1.9M reactions from USPTO patents (1976-2016). Task: Predict the product of the given reaction. (1) Given the reactants [NH2:1][C:2]1[CH:10]=[CH:9][CH:8]=[CH:7][C:3]=1[C:4]([OH:6])=[O:5].[C:11](OC(=O)C)(=O)[CH3:12], predict the reaction product. The product is: [CH3:11][C:12]1[O:5][C:4](=[O:6])[C:3]2[CH:7]=[CH:8][CH:9]=[CH:10][C:2]=2[N:1]=1. (2) The product is: [C:19]([O:18][C:17](=[O:23])[NH:16][C:13]1[CH:14]=[CH:15][C:10]([C:8]2[N:7]=[CH:6][C:5]3[N:4]([N:3]=[C:2]([NH:1][C:26]4[CH:33]=[CH:32][CH:31]=[CH:30][C:27]=4[C:28]#[N:29])[N:24]=3)[CH:9]=2)=[CH:11][CH:12]=1)([CH3:20])([CH3:21])[CH3:22]. Given the reactants [NH2:1][C:2]1[N:24]=[C:5]2[CH:6]=[N:7][C:8]([C:10]3[CH:15]=[CH:14][C:13]([NH:16][C:17](=[O:23])[O:18][C:19]([CH3:22])([CH3:21])[CH3:20])=[CH:12][CH:11]=3)=[CH:9][N:4]2[N:3]=1.Br[C:26]1[CH:33]=[CH:32][CH:31]=[CH:30][C:27]=1[C:28]#[N:29].C1C=CC(P(C2C(C3C(P(C4C=CC=CC=4)C4C=CC=CC=4)=CC=C4C=3C=CC=C4)=C3C(C=CC=C3)=CC=2)C2C=CC=CC=2)=CC=1.C(=O)([O-])[O-].[Cs+].[Cs+], predict the reaction product. (3) Given the reactants [F:1][C:2]([F:13])([F:12])[C:3]1[C:4]([C:9]([OH:11])=O)=[N:5][CH:6]=[CH:7][CH:8]=1.F[P-](F)(F)(F)(F)F.CN(C(ON1C2=NC=CC=C2N=N1)=[N+](C)C)C.C(N(CC)C(C)C)(C)C.[F:47][C:48]([F:68])([F:67])[C:49]1[CH:53]=[CH:52][N:51]([C:54]2[N:55]=[CH:56][C:57]([C:60]3[CH:65]=[CH:64][CH:63]=[CH:62][C:61]=3[NH2:66])=[N:58][CH:59]=2)[N:50]=1, predict the reaction product. The product is: [F:12][C:2]([F:1])([F:13])[C:3]1[C:4]([C:9]([NH:66][C:61]2[CH:62]=[CH:63][CH:64]=[CH:65][C:60]=2[C:57]2[CH:56]=[N:55][C:54]([N:51]3[CH:52]=[CH:53][C:49]([C:48]([F:68])([F:67])[F:47])=[N:50]3)=[CH:59][N:58]=2)=[O:11])=[N:5][CH:6]=[CH:7][CH:8]=1. (4) Given the reactants C([Si]([O:8][C:9]1[CH:14]=[CH:13][C:12]([S:15]([CH3:18])(=[O:17])=[O:16])=[CH:11][CH:10]=1)(C)C)(C)(C)C.C([N-]C(C)C)(C)C.[Li+].[CH3:27][C:28]1[CH:35]=[CH:34][CH:33]=[CH:32][C:29]=1[CH:30]=[O:31].C(O)C, predict the reaction product. The product is: [OH:31][CH:30]([C:29]1[CH:32]=[CH:33][CH:34]=[CH:35][C:28]=1[CH3:27])[CH2:18][S:15]([C:12]1[CH:11]=[CH:10][C:9]([OH:8])=[CH:14][CH:13]=1)(=[O:16])=[O:17]. (5) Given the reactants C(N(CC)CC)C.[CH3:8][O:9][C:10]([C:12]1[C:13]([C:19]([F:22])([F:21])[F:20])=[N:14][C:15](Cl)=[N:16][CH:17]=1)=[O:11].[Cl:23][C:24]1[N:25]=[N:26][C:27]([N:32]2[CH2:37][CH2:36][NH:35][C@H:34]([CH3:38])[CH2:33]2)=[C:28]([CH3:31])[C:29]=1[CH3:30], predict the reaction product. The product is: [CH3:8][O:9][C:10]([C:12]1[C:13]([C:19]([F:22])([F:21])[F:20])=[N:14][C:15]([N:35]2[CH2:36][CH2:37][N:32]([C:27]3[N:26]=[N:25][C:24]([Cl:23])=[C:29]([CH3:30])[C:28]=3[CH3:31])[CH2:33][C@H:34]2[CH3:38])=[N:16][CH:17]=1)=[O:11]. (6) Given the reactants Cl[C:2]1[CH:11]=[CH:10][C:9]2[CH2:8][N:7]([C:12]([O:14][C:15]([CH3:18])([CH3:17])[CH3:16])=[O:13])[CH2:6][CH2:5][C:4]=2[N:3]=1.C1(C)C=CC(S(O)(=O)=O)=CC=1.[CH3:30][C@@H:31]1[CH2:36][O:35][CH2:34][CH2:33][NH:32]1, predict the reaction product. The product is: [CH3:30][C@@H:31]1[CH2:36][O:35][CH2:34][CH2:33][N:32]1[C:2]1[CH:11]=[CH:10][C:9]2[CH2:8][N:7]([C:12]([O:14][C:15]([CH3:18])([CH3:17])[CH3:16])=[O:13])[CH2:6][CH2:5][C:4]=2[N:3]=1. (7) Given the reactants Cl[C:2]1[C:11]([CH3:12])=[C:10]([Cl:13])[C:9]2[C:4](=[CH:5][C:6]([F:15])=[C:7]([Cl:14])[CH:8]=2)[N:3]=1.Cl[C:17]1[C:26](C)=[C:25](Cl)[C:24]2[C:19](=CC=C(Cl)C=2F)[N:18]=1.C([Sn](CCCC)(CCCC)C1C=CC=CN=1)CCC, predict the reaction product. The product is: [Cl:13][C:10]1[C:9]2[C:4](=[CH:5][C:6]([F:15])=[C:7]([Cl:14])[CH:8]=2)[N:3]=[C:2]([C:17]2[CH:26]=[CH:25][CH:24]=[CH:19][N:18]=2)[C:11]=1[CH3:12]. (8) Given the reactants C(=O)([O-])[O-].[K+].[K+].[N+:7]([C:10]1[C:14]([N+:15]([O-:17])=[O:16])=[CH:13][NH:12][N:11]=1)([O-:9])=[O:8].[CH3:18][O:19][C:20]1[CH:27]=[CH:26][C:23]([CH2:24]Cl)=[CH:22][CH:21]=1, predict the reaction product. The product is: [CH3:18][O:19][C:20]1[CH:27]=[CH:26][C:23]([CH2:24][N:12]2[CH:13]=[C:14]([N+:15]([O-:17])=[O:16])[C:10]([N+:7]([O-:9])=[O:8])=[N:11]2)=[CH:22][CH:21]=1. (9) Given the reactants [N:1]1([CH:6]([C:8]2[CH:9]=[C:10]3[C:14](=[CH:15][CH:16]=2)[NH:13][C:12]([C:17]([OH:19])=O)=[CH:11]3)[CH3:7])[CH2:5][CH2:4][CH2:3][CH2:2]1.[F:20][C:21]1[CH:22]=[C:23]([CH:25]=[C:26]([F:28])[CH:27]=1)[NH2:24].CN1CCOCC1.F[P-](F)(F)(F)(F)F.N1(OC(N(C)C)=[N+](C)C)C2C=CC=CC=2N=N1, predict the reaction product. The product is: [F:20][C:21]1[CH:22]=[C:23]([NH:24][C:17]([C:12]2[NH:13][C:14]3[C:10]([CH:11]=2)=[CH:9][C:8]([CH:6]([N:1]2[CH2:2][CH2:3][CH2:4][CH2:5]2)[CH3:7])=[CH:16][CH:15]=3)=[O:19])[CH:25]=[C:26]([F:28])[CH:27]=1.